Dataset: Reaction yield outcomes from USPTO patents with 853,638 reactions. Task: Predict the reaction yield, written as a fraction of the theoretical maximum amount of product (1.0 means a 100% yield; for example, 0.34 means a 34% yield). (1) The reactants are [CH2:1]([O:8][C:9]1[CH:14]=[C:13]([O:15][CH2:16][C:17]2[CH:22]=[CH:21][CH:20]=[CH:19][CH:18]=2)[C:12]([CH:23]([CH3:25])[CH3:24])=[CH:11][C:10]=1[C:26]1[O:30][N:29]=[C:28]([C:31]([NH:33][CH2:34][CH3:35])=[O:32])[C:27]=1[C:36]1[N:40]=[C:39]([SH:41])[O:38][N:37]=1)[C:2]1[CH:7]=[CH:6][CH:5]=[CH:4][CH:3]=1.I[CH3:43]. No catalyst specified. The product is [CH2:1]([O:8][C:9]1[CH:14]=[C:13]([O:15][CH2:16][C:17]2[CH:18]=[CH:19][CH:20]=[CH:21][CH:22]=2)[C:12]([CH:23]([CH3:25])[CH3:24])=[CH:11][C:10]=1[C:26]1[O:30][N:29]=[C:28]([C:31]([NH:33][CH2:34][CH3:35])=[O:32])[C:27]=1[C:36]1[N:40]=[C:39]([S:41][CH3:43])[O:38][N:37]=1)[C:2]1[CH:7]=[CH:6][CH:5]=[CH:4][CH:3]=1. The yield is 0.730. (2) The reactants are [NH2:1][C:2]1[N:7]=[CH:6][C:5]([C:8]2[CH:13]=[CH:12][C:11]([C:14]3[C:15]([C:20]([O:22]C)=[O:21])=[CH:16][CH:17]=[CH:18][CH:19]=3)=[CH:10][C:9]=2[F:24])=[CH:4][N:3]=1. The catalyst is [OH-].[Na+].C1COCC1. The product is [NH2:1][C:2]1[N:7]=[CH:6][C:5]([C:8]2[CH:13]=[CH:12][C:11]([C:14]3[C:15]([C:20]([OH:22])=[O:21])=[CH:16][CH:17]=[CH:18][CH:19]=3)=[CH:10][C:9]=2[F:24])=[CH:4][N:3]=1. The yield is 1.06. (3) The reactants are [C:1]1([C:7]2[CH:11]=[C:10]([CH2:12][CH2:13][CH:14]=O)[O:9][N:8]=2)[CH:6]=[CH:5][CH:4]=[CH:3][CH:2]=1.[C:16]1([N:22]2[CH2:27][CH2:26][NH:25][CH2:24][CH2:23]2)[CH:21]=[CH:20][CH:19]=[CH:18][CH:17]=1.[BH-](OC(C)=O)(OC(C)=O)OC(C)=O.[Na+]. The catalyst is C(Cl)Cl. The product is [C:1]1([C:7]2[CH:11]=[C:10]([CH2:12][CH2:13][CH2:14][N:25]3[CH2:26][CH2:27][N:22]([C:16]4[CH:21]=[CH:20][CH:19]=[CH:18][CH:17]=4)[CH2:23][CH2:24]3)[O:9][N:8]=2)[CH:6]=[CH:5][CH:4]=[CH:3][CH:2]=1. The yield is 0.673. (4) The reactants are [CH3:1][C:2]1[CH:7]=[CH:6][C:5]([C:8](=O)[CH2:9][C:10](=O)[CH2:11][CH3:12])=[CH:4][CH:3]=1.[NH:15]([C:17]1[CH:18]=[C:19]([CH:22]=[CH:23][N:24]=1)[C:20]#[N:21])[NH2:16].CC(O)=O. The catalyst is CCO. The product is [CH2:11]([C:10]1[CH:9]=[C:8]([C:5]2[CH:6]=[CH:7][C:2]([CH3:1])=[CH:3][CH:4]=2)[N:15]([C:17]2[CH:18]=[C:19]([C:20]#[N:21])[CH:22]=[CH:23][N:24]=2)[N:16]=1)[CH3:12]. The yield is 0.770. (5) The reactants are Cl[C:2]1[N:7]=[N:6][C:5]([NH2:8])=[C:4]([CH3:9])[C:3]=1[CH3:10].[CH3:11][O-:12].[Na+]. The catalyst is CO. The product is [CH3:11][O:12][C:2]1[N:7]=[N:6][C:5]([NH2:8])=[C:4]([CH3:9])[C:3]=1[CH3:10]. The yield is 0.490. (6) The reactants are [F:1][C:2]([F:35])([F:34])[C:3]1[CH:4]=[C:5]([CH:27]=[C:28]([C:30]([F:33])([F:32])[F:31])[CH:29]=1)[C:6]([N:8]1[CH2:13][CH2:12][CH:11]([N:14]2[CH2:19][CH2:18][NH:17][CH2:16][CH2:15]2)[CH2:10][CH:9]1[CH2:20][C:21]1[CH:26]=[CH:25][CH:24]=[CH:23][CH:22]=1)=[O:7].Cl[CH:37]([C:49]1[CH:54]=[CH:53][CH:52]=[CH:51][CH:50]=1)[C:38]([O:40][C:41]1[CH:46]=[C:45]([CH3:47])[CH:44]=[C:43]([CH3:48])[CH:42]=1)=[O:39].C(=O)([O-])[O-].[Na+].[Na+]. The catalyst is CC(CC(C)C)=O. The product is [F:35][C:2]([F:34])([F:1])[C:3]1[CH:4]=[C:5]([CH:27]=[C:28]([C:30]([F:33])([F:31])[F:32])[CH:29]=1)[C:6]([N:8]1[CH2:13][CH2:12][C@H:11]([N:14]2[CH2:15][CH2:16][N:17]([CH:37]([C:49]3[CH:54]=[CH:53][CH:52]=[CH:51][CH:50]=3)[C:38]([O:40][C:41]3[CH:42]=[C:43]([CH3:48])[CH:44]=[C:45]([CH3:47])[CH:46]=3)=[O:39])[CH2:18][CH2:19]2)[CH2:10][C@@H:9]1[CH2:20][C:21]1[CH:26]=[CH:25][CH:24]=[CH:23][CH:22]=1)=[O:7]. The yield is 0.430. (7) The reactants are [CH:1]1([CH2:4][O:5][C:6]2[CH:7]=[C:8]3[C:13](=[CH:14][CH:15]=2)[N:12]=[C:11]([NH:16][CH2:17][CH2:18][NH:19][C:20](=[O:22])[CH3:21])[C:10]([CH2:23]O)=[CH:9]3)[CH2:3][CH2:2]1.O=S(Cl)[Cl:27]. The catalyst is C(Cl)Cl. The product is [ClH:27].[Cl:27][CH2:23][C:10]1[C:11]([NH:16][CH2:17][CH2:18][NH:19][C:20](=[O:22])[CH3:21])=[N:12][C:13]2[C:8]([CH:9]=1)=[CH:7][C:6]([O:5][CH2:4][CH:1]1[CH2:3][CH2:2]1)=[CH:15][CH:14]=2. The yield is 1.00. (8) The reactants are [C:1]1([CH3:11])[CH:6]=CC(S(O)(=O)=O)=C[CH:2]=1.C(OC(=O)C(=N[NH:19][C:20]1[CH:25]=[CH:24][C:23]([Cl:26])=[C:22]([Cl:27])[CH:21]=1)C)C.[C:29](=[O:32])([O-])[OH:30].[Na+].[CH2:34]([O:36]CC)[CH3:35]. The catalyst is C1C=CC=CC=1. The product is [CH2:34]([O:36][C:11]([C:1]1[NH:19][C:20]2[C:21]([CH:6]=1)=[C:22]([Cl:27])[C:23]([Cl:26])=[CH:24][CH:25]=2)=[O:30])[CH3:35].[CH2:34]([O:30][C:29]([C:1]1[NH:19][C:20]2[C:25]([CH:2]=1)=[CH:24][C:23]([Cl:26])=[C:22]([Cl:27])[CH:21]=2)=[O:32])[CH3:35]. The yield is 0.0800. (9) The reactants are Cl[C:2]([O:4][CH2:5][C:6]1[CH:11]=[CH:10][CH:9]=[CH:8][CH:7]=1)=[O:3].[CH3:12][NH:13][CH2:14][CH2:15][OH:16]. The catalyst is C1COCC1.C(=O)([O-])[O-].[Na+].[Na+]. The product is [CH2:5]([O:4][C:2]([N:13]([CH2:14][CH2:15][OH:16])[CH3:12])=[O:3])[C:6]1[CH:11]=[CH:10][CH:9]=[CH:8][CH:7]=1. The yield is 0.970.